Dataset: Full USPTO retrosynthesis dataset with 1.9M reactions from patents (1976-2016). Task: Predict the reactants needed to synthesize the given product. (1) Given the product [C:41]1([S:47]([CH:2]([NH2:1])[C:3]2[CH:8]=[CH:7][C:6]([CH:9]3[CH2:14][CH2:13][N:12]([C:15]([O:17][C:18]([CH3:21])([CH3:19])[CH3:20])=[O:16])[CH2:11][CH:10]3[O:22][CH2:23][C:24]3[CH:33]=[CH:32][C:31]4[C:26](=[CH:27][CH:28]=[CH:29][CH:30]=4)[CH:25]=3)=[CH:5][CH:4]=2)(=[O:49])=[O:48])[CH:46]=[CH:45][CH:44]=[CH:43][CH:42]=1, predict the reactants needed to synthesize it. The reactants are: [NH2:1][CH2:2][C:3]1[CH:8]=[CH:7][C:6]([CH:9]2[CH2:14][CH2:13][N:12]([C:15]([O:17][C:18]([CH3:21])([CH3:20])[CH3:19])=[O:16])[CH2:11][CH:10]2[O:22][CH2:23][C:24]2[CH:33]=[CH:32][C:31]3[C:26](=[CH:27][CH:28]=[CH:29][CH:30]=3)[CH:25]=2)=[CH:5][CH:4]=1.C(N(CC)CC)C.[C:41]1([S:47](Cl)(=[O:49])=[O:48])[CH:46]=[CH:45][CH:44]=[CH:43][CH:42]=1. (2) Given the product [NH2:21][C:18]1[CH:19]=[CH:20][C:11]([O:10][CH:9]([C:5]2[CH:6]=[CH:7][CH:8]=[C:3]([C:2]([F:1])([F:30])[F:31])[CH:4]=2)[C:24]2[CH:25]=[CH:26][CH:27]=[CH:28][CH:29]=2)=[C:12]([CH:17]=1)[C:13]([O:15][CH3:16])=[O:14], predict the reactants needed to synthesize it. The reactants are: [F:1][C:2]([F:31])([F:30])[C:3]1[CH:4]=[C:5]([CH:9]([C:24]2[CH:29]=[CH:28][CH:27]=[CH:26][CH:25]=2)[O:10][C:11]2[CH:20]=[CH:19][C:18]([N+:21]([O-])=O)=[CH:17][C:12]=2[C:13]([O:15][CH3:16])=[O:14])[CH:6]=[CH:7][CH:8]=1.[Cl-].[Ca+2].[Cl-]. (3) Given the product [F:24][C:9]1[CH:8]=[C:7]([CH:5]([O:49][CH2:48][C:35]2([C:32]3[CH:31]=[CH:30][C:29]([F:28])=[CH:34][CH:33]=3)[CH2:36][CH2:37][N:38]([C:41]([O:43][C:44]([CH3:45])([CH3:46])[CH3:47])=[O:42])[CH2:39][CH2:40]2)[CH3:6])[C:15]2[C:11](=[CH:12][N:13]([CH2:16][O:17][CH2:18][CH2:19][Si:20]([CH3:22])([CH3:21])[CH3:23])[N:14]=2)[CH:10]=1, predict the reactants needed to synthesize it. The reactants are: ClC(Cl)(Cl)C(=N)O[CH:5]([C:7]1[C:15]2[C:11](=[CH:12][N:13]([CH2:16][O:17][CH2:18][CH2:19][Si:20]([CH3:23])([CH3:22])[CH3:21])[N:14]=2)[CH:10]=[C:9]([F:24])[CH:8]=1)[CH3:6].[F:28][C:29]1[CH:34]=[CH:33][C:32]([C:35]2([CH2:48][OH:49])[CH2:40][CH2:39][N:38]([C:41]([O:43][C:44]([CH3:47])([CH3:46])[CH3:45])=[O:42])[CH2:37][CH2:36]2)=[CH:31][CH:30]=1.C1CCCCC1. (4) The reactants are: [O:1]=[C:2]([CH3:15])[CH2:3][C:4]1[CH:14]=[CH:13][C:7]([C:8]([O:10][CH2:11][CH3:12])=[O:9])=[CH:6][CH:5]=1.C([O-])(=O)C.[NH4+].[BH4-].[Na+]. Given the product [OH:1][CH:2]([CH3:15])[CH2:3][C:4]1[CH:14]=[CH:13][C:7]([C:8]([O:10][CH2:11][CH3:12])=[O:9])=[CH:6][CH:5]=1, predict the reactants needed to synthesize it. (5) Given the product [NH2:1][C:2]1[CH:6]=[C:5]([C:7]2[CH:12]=[CH:11][CH:10]=[CH:9][CH:8]=2)[S:4][C:3]=1[C:13]([NH2:14])=[O:17], predict the reactants needed to synthesize it. The reactants are: [NH2:1][C:2]1[CH:6]=[C:5]([C:7]2[CH:12]=[CH:11][CH:10]=[CH:9][CH:8]=2)[S:4][C:3]=1[C:13]#[N:14].C([OH:17])C. (6) Given the product [Cl:1][C:2]1[C:3]([C:24]#[N:25])=[C:4]([C:8]([NH:10][C@@H:11]2[CH2:16][CH2:15][NH:14][CH2:13][C@@H:12]2[O:22][CH3:23])=[O:9])[NH:5][C:6]=1[CH3:7], predict the reactants needed to synthesize it. The reactants are: [Cl:1][C:2]1[C:3]([C:24]#[N:25])=[C:4]([C:8]([NH:10][C@@H:11]2[CH2:16][CH2:15][N:14](C(OCC)=O)[CH2:13][C@@H:12]2[O:22][CH3:23])=[O:9])[NH:5][C:6]=1[CH3:7].[OH-].[Na+]. (7) Given the product [ClH:18].[Br:1][C:2]1[CH:3]=[CH:4][C:5]([CH2:8][C:9]([OH:17])=[O:10])=[N:6][CH:7]=1, predict the reactants needed to synthesize it. The reactants are: [Br:1][C:2]1[CH:3]=[CH:4][C:5](=[C:8]2C(=O)OC(C)(C)[O:10][C:9]2=[O:17])[NH:6][CH:7]=1.[ClH:18].